This data is from Forward reaction prediction with 1.9M reactions from USPTO patents (1976-2016). The task is: Predict the product of the given reaction. (1) The product is: [CH3:6][NH:7][CH2:8][CH:9]([C:17]1[CH:26]=[CH:25][C:24]2[C:19](=[CH:20][CH:21]=[CH:22][CH:23]=2)[CH:18]=1)[CH2:10][C:11]1[S:12][CH:13]=[CH:14][CH:15]=1. Given the reactants C(O[C:6](=O)[NH:7][CH2:8][CH:9]([C:17]1[CH:26]=[CH:25][C:24]2[C:19](=[CH:20][CH:21]=[CH:22][CH:23]=2)[CH:18]=1)[CH:10](O)[C:11]1[S:12][CH:13]=[CH:14][CH:15]=1)(C)(C)C.C(OC(=O)NCC(C1C=CC2C(=CC=CC=2)C=1)C(OC(OC(C)(C)C)=O)C1SC=CC=1)(C)(C)C.B.C1COCC1.C([O-])(O)=O.[Na+], predict the reaction product. (2) The product is: [Br:18][CH2:19][C:20]([C:8]1[CH:9]=[C:10]2[C:15](=[C:6]([F:5])[CH:7]=1)[O:14][CH2:13][CH2:12][C:11]2([CH3:17])[CH3:16])=[O:21]. Given the reactants [Al+3].[Cl-].[Cl-].[Cl-].[F:5][C:6]1[CH:7]=[CH:8][CH:9]=[C:10]2[C:15]=1[O:14][CH2:13][CH2:12][C:11]2([CH3:17])[CH3:16].[Br:18][CH2:19][C:20](Br)=[O:21], predict the reaction product. (3) Given the reactants Br[C:2]1[C:3]2[N:4]([N:9]=[C:10]([NH2:12])[N:11]=2)[CH:5]=[C:6]([CH3:8])[CH:7]=1.[Cl:13][C:14]1[CH:19]=[C:18]([F:20])[CH:17]=[CH:16][C:15]=1B(O)O, predict the reaction product. The product is: [Cl:13][C:14]1[CH:19]=[C:18]([F:20])[CH:17]=[CH:16][C:15]=1[C:2]1[C:3]2[N:4]([N:9]=[C:10]([NH2:12])[N:11]=2)[CH:5]=[C:6]([CH3:8])[CH:7]=1. (4) Given the reactants Cl[C:2]1[N:7]=[C:6]([C:8]2[N:12]3[CH:13]=[CH:14][CH:15]=[CH:16][C:11]3=[N:10][C:9]=2[C:17]2[CH:18]=[C:19]([CH:31]=[CH:32][CH:33]=2)[C:20]([NH:22][C:23]2[C:28]([F:29])=[CH:27][CH:26]=[CH:25][C:24]=2[F:30])=[O:21])[CH:5]=[CH:4][N:3]=1.[CH3:34][O:35][C:36]1[CH:42]=[C:41]([N:43]2[CH2:48][CH2:47][N:46]([CH2:49][CH2:50][S:51]([CH3:54])(=[O:53])=[O:52])[CH2:45][CH2:44]2)[CH:40]=[CH:39][C:37]=1[NH2:38].C1(C)C=CC(S(O)(=O)=O)=CC=1.C[O-].[Na+], predict the reaction product. The product is: [F:30][C:24]1[CH:25]=[CH:26][CH:27]=[C:28]([F:29])[C:23]=1[NH:22][C:20](=[O:21])[C:19]1[CH:31]=[CH:32][CH:33]=[C:17]([C:9]2[N:10]=[C:11]3[CH:16]=[CH:15][CH:14]=[CH:13][N:12]3[C:8]=2[C:6]2[CH:5]=[CH:4][N:3]=[C:2]([NH:38][C:37]3[CH:39]=[CH:40][C:41]([N:43]4[CH2:48][CH2:47][N:46]([CH2:49][CH2:50][S:51]([CH3:54])(=[O:53])=[O:52])[CH2:45][CH2:44]4)=[CH:42][C:36]=3[O:35][CH3:34])[N:7]=2)[CH:18]=1. (5) Given the reactants [C:1]([O:5][C:6]([NH:8][C@H:9]1[CH2:13][CH2:12][C@@:11]([CH2:17][CH3:18])([C:14]([OH:16])=[O:15])[CH2:10]1)=[O:7])([CH3:4])([CH3:3])[CH3:2].Cl.Cl.F[C:22](F)(F)C1C=CN=C(N2CCNCC2)C=1.C(N(CC)CC)C.F[P-](F)(F)(F)(F)F.N1(OC(N(C)C)=[N+](C)C)C2C=CC=CC=2N=N1, predict the reaction product. The product is: [C:1]([O:5][C:6]([NH:8][C@H:9]1[CH2:10][C@@:11]([CH2:17][CH3:18])([C:14]([O:16][CH3:22])=[O:15])[CH:12]=[CH:13]1)=[O:7])([CH3:4])([CH3:3])[CH3:2]. (6) Given the reactants [C:1]([NH:4][NH:5][C:6]([C:8]1[CH:35]=[C:11]2[CH2:12][N:13]([C:17]([O:19][CH2:20][C:21]3[CH:26]=[C:25]([C:27]([F:30])([F:29])[F:28])[CH:24]=[C:23]([C:31]([F:34])([F:33])[F:32])[CH:22]=3)=[O:18])[CH2:14][CH2:15][CH2:16][N:10]2[N:9]=1)=O)(=[O:3])[CH3:2], predict the reaction product. The product is: [CH3:2][C:1]1[O:3][C:6]([C:8]2[CH:35]=[C:11]3[CH2:12][N:13]([C:17]([O:19][CH2:20][C:21]4[CH:26]=[C:25]([C:27]([F:28])([F:30])[F:29])[CH:24]=[C:23]([C:31]([F:32])([F:34])[F:33])[CH:22]=4)=[O:18])[CH2:14][CH2:15][CH2:16][N:10]3[N:9]=2)=[N:5][N:4]=1. (7) Given the reactants [C:1](/[C:3](/[N:8]1[CH:12]=[C:11]([C:13]([O:15][CH3:16])=[O:14])[N:10]=[CH:9]1)=[CH:4]\[N:5](C)C)#[N:2].O.[NH2:18]N, predict the reaction product. The product is: [NH2:5][C:4]1[NH:18][N:2]=[CH:1][C:3]=1[N:8]1[CH:12]=[C:11]([C:13]([O:15][CH3:16])=[O:14])[N:10]=[CH:9]1. (8) Given the reactants Cl.[CH:2]12[CH2:9][CH2:8][CH2:7][CH:6]1[CH2:5][NH:4][CH2:3]2.C(=O)([O-])[O-].[K+].[K+].[Cl:16][CH2:17][C:18](Cl)=[O:19], predict the reaction product. The product is: [Cl:16][CH2:17][C:18]([N:4]1[CH2:5][C@@H:6]2[CH2:7][CH2:8][CH2:9][C@@H:2]2[CH2:3]1)=[O:19]. (9) Given the reactants [F:1][C:2]1[CH:7]=[CH:6][C:5]([NH:8][C:9](=[O:32])[CH2:10][C:11]2[C:12](=[O:31])[O:13][C:14]3[C:19]([C:20]=2[C:21]2[CH:26]=[CH:25][CH:24]=[CH:23][CH:22]=2)=[CH:18][C:17]2[CH2:27][CH2:28][CH:29](O)[C:16]=2[CH:15]=3)=[C:4]([C:33]([F:36])([F:35])[F:34])[CH:3]=1, predict the reaction product. The product is: [F:1][C:2]1[CH:7]=[CH:6][C:5]([NH:8][C:9](=[O:32])[CH2:10][C:11]2[C:12](=[O:31])[O:13][C:14]3[C:19]([C:20]=2[C:21]2[CH:26]=[CH:25][CH:24]=[CH:23][CH:22]=2)=[CH:18][C:17]2[CH2:27][CH:28]=[CH:29][C:16]=2[CH:15]=3)=[C:4]([C:33]([F:36])([F:34])[F:35])[CH:3]=1.